Dataset: Full USPTO retrosynthesis dataset with 1.9M reactions from patents (1976-2016). Task: Predict the reactants needed to synthesize the given product. (1) Given the product [CH3:3][C:4]1[N:8]2[C:9]3[CH:15]=[C:14]([CH3:16])[N:13]([CH2:18][C:19]4[CH:24]=[CH:23][CH:22]=[C:21]([N+:25]([O-:27])=[O:26])[CH:20]=4)[C:10]=3[CH:11]=[CH:12][C:7]2=[N:6][N:5]=1, predict the reactants needed to synthesize it. The reactants are: [H-].[Na+].[CH3:3][C:4]1[N:8]2[C:9]3[CH:15]=[C:14]([CH3:16])[NH:13][C:10]=3[CH:11]=[CH:12][C:7]2=[N:6][N:5]=1.Cl[CH2:18][C:19]1[CH:24]=[CH:23][CH:22]=[C:21]([N+:25]([O-:27])=[O:26])[CH:20]=1. (2) Given the product [C:19]([CH2:18][O:17][C:10]1[CH:11]=[C:12]([C:15]#[N:16])[CH:13]=[CH:14][C:9]=1[CH2:8][NH:7][C:5](=[O:6])[C:4]1[CH:3]=[C:2]([NH:1][S:34]([CH3:33])(=[O:36])=[O:35])[C:24]([F:25])=[C:23]([Cl:26])[CH:22]=1)(=[O:21])[NH2:20], predict the reactants needed to synthesize it. The reactants are: [NH2:1][C:2]1[CH:3]=[C:4]([CH:22]=[C:23]([Cl:26])[C:24]=1[F:25])[C:5]([NH:7][CH2:8][C:9]1[CH:14]=[CH:13][C:12]([C:15]#[N:16])=[CH:11][C:10]=1[O:17][CH2:18][C:19](=[O:21])[NH2:20])=[O:6].N1C=CC=CC=1.[CH3:33][S:34](Cl)(=[O:36])=[O:35].